This data is from Peptide-MHC class II binding affinity with 134,281 pairs from IEDB. The task is: Regression. Given a peptide amino acid sequence and an MHC pseudo amino acid sequence, predict their binding affinity value. This is MHC class II binding data. (1) The peptide sequence is SQRTRDIYISRRLLG. The MHC is DRB1_0101 with pseudo-sequence DRB1_0101. The binding affinity (normalized) is 0.357. (2) The binding affinity (normalized) is 0.437. The MHC is DRB1_0901 with pseudo-sequence DRB1_0901. The peptide sequence is PVLSAFKKFPKFNRV. (3) The peptide sequence is PANDKFTVFEAAFNN. The MHC is HLA-DQA10501-DQB10201 with pseudo-sequence HLA-DQA10501-DQB10201. The binding affinity (normalized) is 0.345. (4) The peptide sequence is NFKADRVIDPRRCLK. The MHC is DRB1_0802 with pseudo-sequence DRB1_0802. The binding affinity (normalized) is 0.105. (5) The peptide sequence is DLDDEQEILNYMSPH. The MHC is DRB4_0103 with pseudo-sequence DRB4_0103. The binding affinity (normalized) is 0.173. (6) The peptide sequence is LIINWLQEALSSASL. The MHC is DRB3_0202 with pseudo-sequence DRB3_0202. The binding affinity (normalized) is 0.455. (7) The peptide sequence is FAVATITHAAELQRV. The MHC is DRB1_1501 with pseudo-sequence DRB1_1501. The binding affinity (normalized) is 0.581.